From a dataset of Forward reaction prediction with 1.9M reactions from USPTO patents (1976-2016). Predict the product of the given reaction. (1) Given the reactants [CH3:1][N:2]([CH3:11])[S:3]([N:6]1[CH:10]=[CH:9][N:8]=[CH:7]1)(=[O:5])=[O:4].[Li]CCCC.[CH3:17][C:18]([Si:21](Cl)([CH3:23])[CH3:22])([CH3:20])[CH3:19].[C:25]1([S:31][S:31][C:25]2[CH:30]=[CH:29][CH:28]=[CH:27][CH:26]=2)[CH:30]=[CH:29][CH:28]=[CH:27][CH:26]=1, predict the reaction product. The product is: [CH3:1][N:2]([CH3:11])[S:3]([N:6]1[C:10]([S:31][C:25]2[CH:30]=[CH:29][CH:28]=[CH:27][CH:26]=2)=[CH:9][N:8]=[C:7]1[Si:21]([C:18]([CH3:20])([CH3:19])[CH3:17])([CH3:23])[CH3:22])(=[O:4])=[O:5]. (2) Given the reactants [Cl:1][C:2]1[C:7]([Cl:8])=[CH:6][CH:5]=[CH:4][C:3]=1[N:9]=[C:10]=[S:11].[F:12][C:13]1[N:18]=[CH:17][C:16]([C:19]2[C:24]([CH2:25][NH2:26])=[CH:23][CH:22]=[CH:21][N:20]=2)=[CH:15][CH:14]=1, predict the reaction product. The product is: [Cl:1][C:2]1[C:7]([Cl:8])=[CH:6][CH:5]=[CH:4][C:3]=1[NH:9][C:10]([NH:26][CH2:25][C:24]1[C:19]([C:16]2[CH:17]=[N:18][C:13]([F:12])=[CH:14][CH:15]=2)=[N:20][CH:21]=[CH:22][CH:23]=1)=[S:11]. (3) The product is: [BrH:35].[CH2:1]([N:5]([CH:29]1[CH2:30][CH2:31][O:32][CH2:33][CH2:34]1)[C:6]1[C:7]([O:27][CH3:28])=[N:8][N:9]2[C:13]([C:14]3[C:15]([O:25][CH3:26])=[CH:16][C:17]([CH2:22][O:23][CH3:24])=[CH:18][C:19]=3[O:20][CH3:21])=[CH:12][S:11][C:10]=12)[CH2:2][CH2:3][CH3:4]. Given the reactants [CH2:1]([N:5]([CH:29]1[CH2:34][CH2:33][O:32][CH2:31][CH2:30]1)[C:6]1[C:7]([O:27][CH3:28])=[N:8][N:9]2[C:13]([C:14]3[C:19]([O:20][CH3:21])=[CH:18][C:17]([CH2:22][O:23][CH3:24])=[CH:16][C:15]=3[O:25][CH3:26])=[CH:12][S:11][C:10]=12)[CH2:2][CH2:3][CH3:4].[BrH:35], predict the reaction product. (4) Given the reactants Cl.Cl.Cl.Cl.[F:5][C:6]1[CH:11]=[CH:10][C:9]([CH:12]([CH:20]2[CH2:25][CH2:24][N:23](C(C)C)[CH2:22][CH2:21]2)[CH2:13][N:14]2[CH2:19][CH2:18][NH:17][CH2:16][CH2:15]2)=[CH:8][CH:7]=1.[C:29]([C:32]1[CH:37]=[CH:36][CH:35]=[CH:34][C:33]=1[C:38]1[CH:43]=[CH:42][C:41]([F:44])=[CH:40][CH:39]=1)(=[O:31])[CH3:30].Cl.O1CCO[CH2:47]1.[C:51]1(C)[CH:56]=CC=C[CH:52]=1, predict the reaction product. The product is: [F:5][C:6]1[CH:7]=[CH:8][C:9]([CH:12]([C:20]2([CH:51]([CH3:56])[CH3:52])[CH2:25][CH2:24][NH:23][CH2:22][CH2:21]2)[CH2:13][N:14]2[CH2:19][CH2:18][N:17]([CH2:47][CH2:30][C:29]([C:32]3[CH:37]=[CH:36][CH:35]=[CH:34][C:33]=3[C:38]3[CH:39]=[CH:40][C:41]([F:44])=[CH:42][CH:43]=3)=[O:31])[CH2:16][CH2:15]2)=[CH:10][CH:11]=1. (5) Given the reactants [CH3:1][N:2]([CH3:28])[C@@H:3]1[CH2:7][CH2:6][N:5]([C:8]2[CH:13]=[CH:12][C:11]([N:14]3[CH2:23][CH2:22][C:21]4[C:16](=[CH:17][CH:18]=[C:19]([O:24]C)[CH:20]=4)[C:15]3=[O:26])=[CH:10][C:9]=2[F:27])[CH2:4]1.[OH-].[Na+], predict the reaction product. The product is: [CH3:1][N:2]([CH3:28])[C@@H:3]1[CH2:7][CH2:6][N:5]([C:8]2[CH:13]=[CH:12][C:11]([N:14]3[CH2:23][CH2:22][C:21]4[C:16](=[CH:17][CH:18]=[C:19]([OH:24])[CH:20]=4)[C:15]3=[O:26])=[CH:10][C:9]=2[F:27])[CH2:4]1. (6) The product is: [CH2:18]([N:10]1[CH2:11][C@H:12]([CH3:13])[C@:8]([CH2:7][C:6]([O:5][C:1]([CH3:2])([CH3:3])[CH3:4])=[O:17])([C:14]([OH:16])=[O:15])[CH2:9]1)[C:19]1[CH:24]=[CH:23][CH:22]=[CH:21][CH:20]=1. Given the reactants [C:1]([O:5][C:6](=[O:17])[CH2:7][C@@:8]1([C:14]([OH:16])=[O:15])[C@H:12]([CH3:13])[CH2:11][NH:10][CH2:9]1)([CH3:4])([CH3:3])[CH3:2].[CH:18](=O)[C:19]1[CH:24]=[CH:23][CH:22]=[CH:21][CH:20]=1.C(O)(=O)C.C(O[BH-](OC(=O)C)OC(=O)C)(=O)C.[Na+], predict the reaction product.